This data is from Forward reaction prediction with 1.9M reactions from USPTO patents (1976-2016). The task is: Predict the product of the given reaction. (1) Given the reactants [Br:1][C:2]1[CH:7]=[CH:6][C:5]([C:8](=[O:12])[CH:9]([OH:11])[OH:10])=[CH:4][C:3]=1[F:13].C([O-])([O-])O[CH2:16][CH3:17].[C:20]1(C)C=CC=C[CH:21]=1, predict the reaction product. The product is: [Br:1][C:2]1[CH:7]=[CH:6][C:5]([C:8](=[O:12])[CH:9]([O:10][CH2:16][CH3:17])[O:11][CH2:20][CH3:21])=[CH:4][C:3]=1[F:13]. (2) Given the reactants [C:1]([O:5][C:6]([NH:8][C@H:9]([C:18]([O:20][CH3:21])=[O:19])[CH2:10][C:11]1[CH:16]=[CH:15][C:14]([OH:17])=[CH:13][CH:12]=1)=[O:7])([CH3:4])([CH3:3])[CH3:2].[C:22]([O:26][C:27]([N:29]1[CH2:34][CH2:33][O:32][C:31]2[CH:35]=[CH:36][C:37]([CH2:39][CH2:40]O)=[N:38][C:30]1=2)=[O:28])([CH3:25])([CH3:24])[CH3:23].C1(P(C2C=CC=CC=2)C2C=CC=CC=2)C=CC=CC=1, predict the reaction product. The product is: [C:1]([O:5][C:6]([NH:8][C@H:9]([C:18]([O:20][CH3:21])=[O:19])[CH2:10][C:11]1[CH:12]=[CH:13][C:14]([O:17][CH2:40][CH2:39][C:37]2[CH:36]=[CH:35][C:31]3[O:32][CH2:33][CH2:34][N:29]([C:27]([O:26][C:22]([CH3:23])([CH3:25])[CH3:24])=[O:28])[C:30]=3[N:38]=2)=[CH:15][CH:16]=1)=[O:7])([CH3:3])([CH3:4])[CH3:2].